Task: Predict the reactants needed to synthesize the given product.. Dataset: Full USPTO retrosynthesis dataset with 1.9M reactions from patents (1976-2016) (1) The reactants are: [CH2:1]([O:3][C@@H:4]1[CH2:8][N:7]([C:9](=[O:19])[C@H:10]([CH:16]([CH3:18])[CH3:17])[NH:11][C:12]([O:14][CH3:15])=[O:13])[C@H:6]([C:20]2[NH:24][C:23]3[C:25]4[C:30]([CH:31]=[CH:32][C:22]=3[N:21]=2)=[CH:29][C:28]2[C:33]3[C:38]([CH2:39][O:40][C:27]=2[CH:26]=4)=[CH:37][C:36]([C:41]2[NH:45][C:44]([C@@H:46]4[CH2:50][CH2:49][CH2:48][N:47]4C(OC(C)(C)C)=O)=[N:43][CH:42]=2)=[CH:35][CH:34]=3)[CH2:5]1)[CH3:2].Cl.[CH3:59][O:60][C:61]([NH:63][C@@H:64]([CH:68]([CH3:70])[CH3:69])[C:65](O)=[O:66])=[O:62].CN(C(ON1N=NC2C=CC=NC1=2)=[N+](C)C)C.F[P-](F)(F)(F)(F)F.CCN(C(C)C)C(C)C. Given the product [CH2:1]([O:3][C@@H:4]1[CH2:8][N:7]([C:9](=[O:19])[C@@H:10]([NH:11][C:12]([O:14][CH3:15])=[O:13])[CH:16]([CH3:18])[CH3:17])[C@H:6]([C:20]2[NH:24][C:23]3[C:25]4[C:30]([CH:31]=[CH:32][C:22]=3[N:21]=2)=[CH:29][C:28]2[C:33]3[C:38]([CH2:39][O:40][C:27]=2[CH:26]=4)=[CH:37][C:36]([C:41]2[NH:45][C:44]([C@@H:46]4[CH2:50][CH2:49][CH2:48][N:47]4[C:65](=[O:66])[C@@H:64]([NH:63][C:61](=[O:62])[O:60][CH3:59])[CH:68]([CH3:70])[CH3:69])=[N:43][CH:42]=2)=[CH:35][CH:34]=3)[CH2:5]1)[CH3:2], predict the reactants needed to synthesize it. (2) Given the product [CH2:6]([C:10]1[CH:11]=[C:12]([CH:18]=[CH:19][CH:20]=1)[CH2:13][OH:14])[CH2:7][CH2:8][CH3:9], predict the reactants needed to synthesize it. The reactants are: O1CCCC1.[CH2:6]([C:10]1[CH:11]=[C:12]([CH:18]=[CH:19][CH:20]=1)[C:13](OCC)=[O:14])[CH2:7][CH2:8][CH3:9].[H-].[Al+3].[Li+].[H-].[H-].[H-].O1CCCC1.[OH-].[Na+]. (3) Given the product [C:2](=[O:3])([OH:5])[O-:4].[Ca+2:1].[C:2](=[O:3])([OH:5])[O-:4], predict the reactants needed to synthesize it. The reactants are: [Ca:1].[C:2](=[O:5])([OH:4])[O-:3]. (4) Given the product [CH:1]1([N:10]2[C:18](=[O:19])[NH:17][C:16]3[C:11]2=[N:12][C:13]([C:24]2[CH:29]=[CH:28][CH:27]=[C:26]([OH:30])[CH:25]=2)=[N:14][C:15]=3[C:20]([NH2:41])=[O:22])[C:9]2[C:4](=[CH:5][CH:6]=[CH:7][CH:8]=2)[CH2:3][CH2:2]1, predict the reactants needed to synthesize it. The reactants are: [CH:1]1([N:10]2[C:18](=[O:19])[NH:17][C:16]3[C:11]2=[N:12][C:13]([C:24]2[CH:29]=[CH:28][CH:27]=[C:26]([O:30][Si](C(C)C)(C(C)C)C(C)C)[CH:25]=2)=[N:14][C:15]=3[C:20]([O:22]C)=O)[C:9]2[C:4](=[CH:5][CH:6]=[CH:7][CH:8]=2)[CH2:3][CH2:2]1.[NH2:41]C1C(C(OC)=O)=NC(C2C=CC=C(O[Si](C(C)C)(C(C)C)C(C)C)C=2)=NC=1NC1C2C(=CC=CC=2)CC1. (5) Given the product [Cl:8][C:6]1[N:5]=[CH:4][N:3]=[C:2]([NH:31][C:27]2[CH:26]=[C:25]3[C:30](=[CH:29][CH:28]=2)[N:22]([CH2:21][C:16]2[CH:17]=[CH:18][CH:19]=[CH:20][N:15]=2)[N:23]=[CH:24]3)[N:7]=1, predict the reactants needed to synthesize it. The reactants are: Cl[C:2]1[N:7]=[C:6]([Cl:8])[N:5]=[CH:4][N:3]=1.C([O-])([O-])=O.[K+].[K+].[N:15]1[CH:20]=[CH:19][CH:18]=[CH:17][C:16]=1[CH2:21][N:22]1[C:30]2[C:25](=[CH:26][C:27]([NH2:31])=[CH:28][CH:29]=2)[CH:24]=[N:23]1. (6) Given the product [CH2:1]([O:4][N:5]([C@@H:18]1[C:19]([C:34]([NH2:35])=[O:36])=[CH:20][C@@H:21]([CH2:31][O:32][CH3:33])[NH:22][CH2:23]1)[S:6]([C:9]1[CH:14]=[CH:13][CH:12]=[CH:11][C:10]=1[N+:15]([O-:17])=[O:16])(=[O:8])=[O:7])[CH:2]=[CH2:3], predict the reactants needed to synthesize it. The reactants are: [CH2:1]([O:4][N:5]([C@H:18]1[CH2:23][N:22](C(OC(C)(C)C)=O)[C@H:21]([CH2:31][O:32][CH3:33])[CH:20]=[C:19]1[C:34](=[O:36])[NH2:35])[S:6]([C:9]1[CH:14]=[CH:13][CH:12]=[CH:11][C:10]=1[N+:15]([O-:17])=[O:16])(=[O:8])=[O:7])[CH:2]=[CH2:3].FC(F)(F)C(O)=O. (7) The reactants are: [CH3:1][C:2]1[N:3]=[CH:4][NH:5][CH:6]=1.[F:7][C:8]1[CH:13]=[C:12]([C:14]([F:17])([F:16])[F:15])[CH:11]=[C:10](F)[C:9]=1[N+:19]([O-:21])=[O:20].C([O-])([O-])=O.[K+].[K+].O. Given the product [F:7][C:8]1[C:9]([N+:19]([O-:21])=[O:20])=[C:10]([N:5]2[CH:6]=[C:2]([CH3:1])[N:3]=[CH:4]2)[CH:11]=[C:12]([C:14]([F:17])([F:16])[F:15])[CH:13]=1, predict the reactants needed to synthesize it.